This data is from Full USPTO retrosynthesis dataset with 1.9M reactions from patents (1976-2016). The task is: Predict the reactants needed to synthesize the given product. (1) Given the product [C:20]([C:19]1[C:22]([CH3:34])=[C:23]([C:28]2[CH:29]=[CH:30][CH:31]=[CH:32][CH:33]=2)[C:24]([F:27])=[C:25]([OH:26])[C:18]=1[NH:17][C:1](=[O:10])/[CH:2]=[CH:3]/[C:4]1[CH:9]=[CH:8][CH:7]=[CH:6][CH:5]=1)#[N:21], predict the reactants needed to synthesize it. The reactants are: [C:1](Cl)(=[O:10])[CH:2]=[CH:3][C:4]1[CH:9]=[CH:8][CH:7]=[CH:6][CH:5]=1.O1CCCC1.[NH2:17][C:18]1[C:25]([OH:26])=[C:24]([F:27])[C:23]([C:28]2[CH:33]=[CH:32][CH:31]=[CH:30][CH:29]=2)=[C:22]([CH3:34])[C:19]=1[C:20]#[N:21].C(=O)([O-])O.[Na+]. (2) Given the product [F:23][C:19]1[CH:18]=[C:17]([CH:22]=[CH:21][CH:20]=1)[CH2:16][N:12]1[C:11]2[CH2:10][CH2:9][C@@H:8]([NH:24][C:25](=[O:29])[CH:26]([CH3:27])[CH3:28])[CH2:7][C:6]=2[C:5]2[C:13]1=[CH:14][CH:15]=[C:3]([CH:1]=[O:31])[CH:4]=2, predict the reactants needed to synthesize it. The reactants are: [C:1]([C:3]1[CH:4]=[C:5]2[C:13](=[CH:14][CH:15]=1)[N:12]([CH2:16][C:17]1[CH:22]=[CH:21][CH:20]=[C:19]([F:23])[CH:18]=1)[C:11]1[CH2:10][CH2:9][C@@H:8]([NH:24][C:25](=[O:29])[CH:26]([CH3:28])[CH3:27])[CH2:7][C:6]2=1)#N.C(O)=[O:31]. (3) Given the product [Cl:1][C:2]1[CH:7]=[C:6]([C:8]2[C:17]3[C:12](=[CH:13][C:14]([S:18]([NH:47][C:44]4[CH:45]=[CH:46][O:42][N:43]=4)(=[O:19])=[O:20])=[CH:15][CH:16]=3)[CH:11]=[N:10][N:9]=2)[C:5]([O:33][CH3:34])=[CH:4][C:3]=1[C:35]1[CH:40]=[CH:39][CH:38]=[C:37]([F:41])[CH:36]=1, predict the reactants needed to synthesize it. The reactants are: [Cl:1][C:2]1[CH:7]=[C:6]([C:8]2[C:17]3[C:12](=[CH:13][C:14]([S:18](OC4C(F)=C(F)C(F)=C(F)C=4F)(=[O:20])=[O:19])=[CH:15][CH:16]=3)[CH:11]=[N:10][N:9]=2)[C:5]([O:33][CH3:34])=[CH:4][C:3]=1[C:35]1[CH:40]=[CH:39][CH:38]=[C:37]([F:41])[CH:36]=1.[O:42]1[CH:46]=[CH:45][C:44]([NH2:47])=[N:43]1.C[Si]([N-][Si](C)(C)C)(C)C.[Li+]. (4) Given the product [F:17][C:18]1[CH:19]=[C:20]([NH:21][C:2]2[CH:11]=[CH:10][N:9]=[C:8]3[C:3]=2[C:4]2[CH:16]=[CH:15][CH:14]=[CH:13][C:5]=2[C:6](=[O:12])[NH:7]3)[CH:22]=[CH:23][CH:24]=1, predict the reactants needed to synthesize it. The reactants are: Cl[C:2]1[CH:11]=[CH:10][N:9]=[C:8]2[C:3]=1[C:4]1[CH:16]=[CH:15][CH:14]=[CH:13][C:5]=1[C:6](=[O:12])[NH:7]2.[F:17][C:18]1[CH:19]=[C:20]([CH:22]=[CH:23][CH:24]=1)[NH2:21]. (5) Given the product [ClH:23].[CH3:1][NH:2][CH2:10][C:11]([NH:12][S:13]([C:16]1[CH:21]=[CH:20][CH:19]=[CH:18][CH:17]=1)(=[O:14])=[O:15])=[O:22], predict the reactants needed to synthesize it. The reactants are: [CH3:1][N:2]([CH2:10][C:11](=[O:22])[NH:12][S:13]([C:16]1[CH:21]=[CH:20][CH:19]=[CH:18][CH:17]=1)(=[O:15])=[O:14])C(=O)OC(C)(C)C.[ClH:23]. (6) Given the product [CH:47]([C@:43]12[CH2:42][CH2:41][C@@:39]3([CH3:40])[C@@H:35]([CH2:36][C@@H:37]([OH:49])[CH2:38]3)[C@@H:34]1[CH2:33][CH2:32][C:31]1[CH:30]=[C:29]([OH:28])[CH:46]=[CH:45][C:44]2=1)=[CH:2][CH2:3][CH2:4][CH2:5][CH3:6], predict the reactants needed to synthesize it. The reactants are: [Br-].[CH2:2]([P+](C1C=CC=CC=1)(C1C=CC=CC=1)C1C=CC=CC=1)[CH2:3][CH2:4][CH2:5][CH3:6].[NH2-].[Na+].[OH:28][C:29]1[CH:46]=[CH:45][C:44]2[C@:43]3([CH:47]=O)[C@H:34]([C@H:35]4[C@@:39]([CH2:41][CH2:42]3)([CH3:40])[CH2:38][C@H:37]([OH:49])[CH2:36]4)[CH2:33][CH2:32][C:31]=2[CH:30]=1.CS(C)=O.O. (7) Given the product [C:1]([C:5]([NH:7][C:8]1[C:9]([C:10]([O:12][CH3:13])=[O:11])=[C:14]2[C:15]([C:21](=[O:23])[CH2:20][CH2:19][O:18]2)=[CH:16][CH:17]=1)=[O:6])([CH3:3])([CH3:4])[CH3:2], predict the reactants needed to synthesize it. The reactants are: [C:1]([C:5]([NH:7][C:8]1[CH:17]=[CH:16][CH:15]=[C:14]([O:18][CH2:19][CH2:20][C:21]([OH:23])=O)[C:9]=1[C:10]([O:12][CH3:13])=[O:11])=[O:6])([CH3:4])([CH3:3])[CH3:2].C(Cl)(=O)C(Cl)=O. (8) The reactants are: [OH:1][C@@H:2]1[CH2:7][CH2:6][CH2:5][CH2:4][C@H:3]1[NH:8][C:9]([C:11]1[CH:16]=[N:15][C:14](Br)=[C:13]([C:18]2[CH:23]=[CH:22][C:21]([O:24][C:25]([F:28])([F:27])[F:26])=[CH:20][CH:19]=2)[N:12]=1)=[O:10].[N:29]1[CH:34]=[CH:33][CH:32]=[N:31][C:30]=1[CH2:35][OH:36]. Given the product [OH:1][C@@H:2]1[CH2:7][CH2:6][CH2:5][CH2:4][C@H:3]1[NH:8][C:9]([C:11]1[CH:16]=[N:15][C:14]([O:36][CH2:35][C:30]2[N:31]=[CH:32][CH:33]=[CH:34][N:29]=2)=[C:13]([C:18]2[CH:23]=[CH:22][C:21]([O:24][C:25]([F:28])([F:27])[F:26])=[CH:20][CH:19]=2)[N:12]=1)=[O:10], predict the reactants needed to synthesize it.